This data is from Reaction yield outcomes from USPTO patents with 853,638 reactions. The task is: Predict the reaction yield, written as a fraction of the theoretical maximum amount of product (1.0 means a 100% yield; for example, 0.34 means a 34% yield). (1) The reactants are [NH2:1][CH2:2][CH2:3][O:4][CH2:5][CH2:6][O:7][CH2:8][CH2:9][O:10][CH2:11][C:12]#[CH:13].C([O-])(O)=O.[Na+].[Br:19][CH2:20][C:21](Br)=[O:22]. The catalyst is C(Cl)Cl. The product is [Br:19][CH2:20][C:21]([NH:1][CH2:2][CH2:3][O:4][CH2:5][CH2:6][O:7][CH2:8][CH2:9][O:10][CH2:11][C:12]#[CH:13])=[O:22]. The yield is 0.780. (2) The reactants are S(Cl)([Cl:3])=O.[NH2:5][CH2:6][CH:7]([C:9]([OH:11])=[O:10])[OH:8].[CH2:12](O)[CH3:13]. No catalyst specified. The product is [ClH:3].[CH2:12]([O:10][C:9](=[O:11])[CH:7]([OH:8])[CH2:6][NH2:5])[CH3:13]. The yield is 1.00. (3) The reactants are [H-].[Na+].[CH2:3]([O:10][C:11]1[CH:20]=[C:19]2[C:14]([C:15](=[O:21])[NH:16][CH:17]=[N:18]2)=[CH:13][C:12]=1[O:22][CH3:23])[C:4]1[CH:9]=[CH:8][CH:7]=[CH:6][CH:5]=1.[C:24]([O:30][CH2:31]Cl)(=[O:29])[C:25]([CH3:28])([CH3:27])[CH3:26].Cl. The catalyst is CN(C=O)C.C(OCC)(=O)C. The product is [CH2:3]([O:10][C:11]1[CH:20]=[C:19]2[C:14]([C:15](=[O:21])[N:16]([CH2:31][O:30][C:24](=[O:29])[C:25]([CH3:28])([CH3:27])[CH3:26])[CH:17]=[N:18]2)=[CH:13][C:12]=1[O:22][CH3:23])[C:4]1[CH:5]=[CH:6][CH:7]=[CH:8][CH:9]=1. The yield is 0.840. (4) The reactants are [CH:1]1([CH:6]=[CH:7][C:8]#[N:9])[CH2:5][CH2:4][CH2:3][CH2:2]1.C(=O)([O-])[O-].[Cs+].[Cs+].[NH:16]1[CH:20]=[C:19]([C:21]2[C:22]3[CH:29]=[CH:28][N:27]([CH2:30][O:31][CH2:32][CH2:33][Si:34]([CH3:37])([CH3:36])[CH3:35])[C:23]=3[N:24]=[CH:25][N:26]=2)[CH:18]=[N:17]1. The catalyst is C(#N)C. The product is [CH:1]1([CH:6]([N:16]2[CH:20]=[C:19]([C:21]3[C:22]4[CH:29]=[CH:28][N:27]([CH2:30][O:31][CH2:32][CH2:33][Si:34]([CH3:37])([CH3:36])[CH3:35])[C:23]=4[N:24]=[CH:25][N:26]=3)[CH:18]=[N:17]2)[CH2:7][C:8]#[N:9])[CH2:5][CH2:4][CH2:3][CH2:2]1. The yield is 0.978. (5) The reactants are Br[C:2]1[CH:3]=[C:4]2[C:8](=[CH:9][CH:10]=1)[C:7](=[O:11])[NH:6][CH2:5]2.[B:12]1([B:12]2[O:16][C:15]([CH3:18])([CH3:17])[C:14]([CH3:20])([CH3:19])[O:13]2)[O:16][C:15]([CH3:18])([CH3:17])[C:14]([CH3:20])([CH3:19])[O:13]1.CC([O-])=O.[K+]. The catalyst is O1CCOCC1. The product is [CH3:19][C:14]1([CH3:20])[C:15]([CH3:18])([CH3:17])[O:16][B:12]([C:2]2[CH:3]=[C:4]3[C:8](=[CH:9][CH:10]=2)[C:7](=[O:11])[NH:6][CH2:5]3)[O:13]1. The yield is 0.660.